Dataset: Full USPTO retrosynthesis dataset with 1.9M reactions from patents (1976-2016). Task: Predict the reactants needed to synthesize the given product. (1) Given the product [CH3:10][CH:11]1[CH2:15][CH2:14][CH2:13][N:12]1[CH2:16][CH2:17][CH2:18][O:19][C:20]1[CH:21]=[CH:22][C:23]([C:26]2[S:27][C:28]3[CH2:34][CH2:33][N:32]([C:7]([N:1]4[CH2:6][CH2:5][O:4][CH2:3][CH2:2]4)=[O:8])[CH2:31][CH2:30][C:29]=3[N:35]=2)=[CH:24][CH:25]=1, predict the reactants needed to synthesize it. The reactants are: [N:1]1([C:7](Cl)=[O:8])[CH2:6][CH2:5][O:4][CH2:3][CH2:2]1.[CH3:10][CH:11]1[CH2:15][CH2:14][CH2:13][N:12]1[CH2:16][CH2:17][CH2:18][O:19][C:20]1[CH:25]=[CH:24][C:23]([C:26]2[S:27][C:28]3[CH2:34][CH2:33][NH:32][CH2:31][CH2:30][C:29]=3[N:35]=2)=[CH:22][CH:21]=1.C(N(CC)CC)C.C(=O)([O-])[O-].[K+].[K+]. (2) Given the product [CH3:1][O:2][CH2:3][CH2:4][N:5]([CH2:8][C:7]#[N:10])[CH3:6], predict the reactants needed to synthesize it. The reactants are: [CH3:1][O:2][CH2:3][CH2:4][NH:5][CH3:6].[C:7](#[N:10])[CH2:8]O.CCOCC. (3) Given the product [C@@H:42]1([N:6]2[C:2](=[O:12])[C:3]3[C:4](=[CH:8][CH:9]=[CH:10][CH:11]=3)[C:5]2=[O:7])[CH2:44][CH2:49][CH2:48][CH2:47][CH:46]=[CH:45]1, predict the reactants needed to synthesize it. The reactants are: [K].[C:2]1(=[O:12])[NH:6][C:5](=[O:7])[C:4]2=[CH:8][CH:9]=[CH:10][CH:11]=[C:3]12.C1C[C@H](N[C:42]([C:44]2[C:49](P(C3C=CC=CC=3)C3C=CC=CC=3)=[CH:48][CH:47]=[CH:46][CH:45]=2)=O)[C@@H](N[C:42]([C:44]2[C:49](P(C3C=CC=CC=3)C3C=CC=CC=3)=[CH:48][CH:47]=[CH:46][CH:45]=2)=O)CC1.C(=O)(OC)OC1CCCCC=C1. (4) Given the product [Cl:24][C:21]1[N:20]=[N:19][C:18]([O:17][C:13]2[CH:14]=[C:15]([CH3:16])[C:7]3[CH:6]([CH2:5][C:4]([OH:25])=[O:3])[O:10][B:9]([OH:11])[C:8]=3[CH:12]=2)=[CH:23][CH:22]=1, predict the reactants needed to synthesize it. The reactants are: C([O:3][C:4](=[O:25])[CH2:5][CH:6]1[O:10][B:9]([OH:11])[C:8]2[CH:12]=[C:13]([O:17][C:18]3[N:19]=[N:20][C:21]([Cl:24])=[CH:22][CH:23]=3)[CH:14]=[C:15]([CH3:16])[C:7]1=2)C.[Li+].[OH-].Cl. (5) Given the product [CH2:13]([O:12][C:9]1[CH:8]=[CH:7][C:6]([CH2:5][CH:4]([S:20][C:21]2[NH:22][C:23]([C:26]3[CH:31]=[CH:30][CH:29]=[CH:28][CH:27]=3)=[CH:24][N:25]=2)[C:3]([OH:32])=[O:2])=[CH:11][CH:10]=1)[C:14]1[CH:19]=[CH:18][CH:17]=[CH:16][CH:15]=1, predict the reactants needed to synthesize it. The reactants are: C[O:2][C:3](=[O:32])[CH:4]([S:20][C:21]1[NH:22][C:23]([C:26]2[CH:31]=[CH:30][CH:29]=[CH:28][CH:27]=2)=[CH:24][N:25]=1)[CH2:5][C:6]1[CH:11]=[CH:10][C:9]([O:12][CH2:13][C:14]2[CH:19]=[CH:18][CH:17]=[CH:16][CH:15]=2)=[CH:8][CH:7]=1.[OH-].[K+].Cl.O. (6) Given the product [Cl:25][C:24]([Cl:27])([Cl:26])[CH2:23][O:22][C:20]([NH:1][C:2]1[CH:3]=[C:4]([CH:10]=[CH:11][CH:12]=1)[C:5]([O:7][CH2:8][CH3:9])=[O:6])=[O:21], predict the reactants needed to synthesize it. The reactants are: [NH2:1][C:2]1[CH:3]=[C:4]([CH:10]=[CH:11][CH:12]=1)[C:5]([O:7][CH2:8][CH3:9])=[O:6].N1C=CC=CC=1.Cl[C:20]([O:22][CH2:23][C:24]([Cl:27])([Cl:26])[Cl:25])=[O:21].C(OCC)(=O)C.